The task is: Predict which catalyst facilitates the given reaction.. This data is from Catalyst prediction with 721,799 reactions and 888 catalyst types from USPTO. Reactant: [C:1]([N:5]([CH2:25][C:26]([OH:28])=O)[C:6]([C:8]1[CH:13]=[CH:12][C:11]([N:14]2[CH2:17][C:16]([F:19])([F:18])[CH2:15]2)=[C:10]([O:20][CH2:21][CH:22]2[CH2:24][CH2:23]2)[N:9]=1)=[O:7])([CH3:4])([CH3:3])[CH3:2].CN.[CH3:31][N:32](C(ON1N=NC2C=CC=CC1=2)=[N+](C)C)C.[B-](F)(F)(F)F.CCN(C(C)C)C(C)C. Product: [C:1]([N:5]([CH2:25][C:26](=[O:28])[NH:32][CH3:31])[C:6]([C:8]1[CH:13]=[CH:12][C:11]([N:14]2[CH2:17][C:16]([F:18])([F:19])[CH2:15]2)=[C:10]([O:20][CH2:21][CH:22]2[CH2:23][CH2:24]2)[N:9]=1)=[O:7])([CH3:3])([CH3:2])[CH3:4]. The catalyst class is: 5.